Dataset: Full USPTO retrosynthesis dataset with 1.9M reactions from patents (1976-2016). Task: Predict the reactants needed to synthesize the given product. (1) Given the product [O:1]1[C:5]2[CH:6]=[CH:7][CH:8]=[CH:9][C:4]=2[CH:3]=[C:2]1[S:10]([NH:13][C:14]1[CH:19]=[C:18]([Cl:20])[CH:17]=[CH:16][C:15]=1[S:21]([CH2:22][CH2:23][C:24]([O:26][CH3:27])=[O:25])=[O:36])(=[O:11])=[O:12], predict the reactants needed to synthesize it. The reactants are: [O:1]1[C:5]2[CH:6]=[CH:7][CH:8]=[CH:9][C:4]=2[CH:3]=[C:2]1[S:10]([NH:13][C:14]1[CH:19]=[C:18]([Cl:20])[CH:17]=[CH:16][C:15]=1[S:21][CH2:22][CH2:23][C:24]([O:26][CH3:27])=[O:25])(=[O:12])=[O:11].C1C=C(Cl)C=C(C(OO)=[O:36])C=1. (2) Given the product [I:7][C:5]1[CH:4]=[N:3][N:2]([O:1][C:10](=[O:11])[N:9]([CH3:8])[C:13]2[CH:18]=[CH:17][CH:16]=[CH:15][CH:14]=2)[CH:6]=1, predict the reactants needed to synthesize it. The reactants are: [OH:1][N:2]1[CH:6]=[C:5]([I:7])[CH:4]=[N:3]1.[CH3:8][N:9]([C:13]1[CH:18]=[CH:17][CH:16]=[CH:15][CH:14]=1)[C:10](Cl)=[O:11].